From a dataset of Peptide-MHC class I binding affinity with 185,985 pairs from IEDB/IMGT. Regression. Given a peptide amino acid sequence and an MHC pseudo amino acid sequence, predict their binding affinity value. This is MHC class I binding data. The peptide sequence is MQIIRDII. The MHC is HLA-B27:05 with pseudo-sequence HLA-B27:05. The binding affinity (normalized) is 0.